From a dataset of Full USPTO retrosynthesis dataset with 1.9M reactions from patents (1976-2016). Predict the reactants needed to synthesize the given product. (1) Given the product [F:1][C:2]1[C:18]([F:19])=[CH:17][CH:16]=[CH:15][C:3]=1[CH2:4][O:5][C@@H:6]([C@@H:11]([CH3:14])[CH2:12][CH3:13])[CH:7]=[O:8], predict the reactants needed to synthesize it. The reactants are: [F:1][C:2]1[C:18]([F:19])=[CH:17][CH:16]=[CH:15][C:3]=1[CH2:4][O:5][C@@H:6]([C@@H:11]([CH3:14])[CH2:12][CH3:13])[C:7](OC)=[O:8]. (2) Given the product [F:7][CH:8]([CH2:14][CH:15]1[CH2:20][CH2:19][CH:18]([CH:21]2[CH2:22][CH2:23][CH:24]([CH2:27][CH2:28][CH3:29])[CH2:25][CH2:26]2)[CH2:17][CH2:16]1)[CH2:9][OH:10], predict the reactants needed to synthesize it. The reactants are: [H-].[Al+3].[Li+].[H-].[H-].[H-].[F:7][CH:8]([CH2:14][CH:15]1[CH2:20][CH2:19][CH:18]([CH:21]2[CH2:26][CH2:25][CH:24]([CH2:27][CH2:28][CH3:29])[CH2:23][CH2:22]2)[CH2:17][CH2:16]1)[C:9](OCC)=[O:10].Cl.C(OCC)(=O)C. (3) Given the product [C:39]([N:37]1[CH2:38][CH2:34][CH:35]([C:2]2[CH:3]=[N:4][C:5]([O:25][C:22]3[CH:21]=[CH:20][C:19]([O:12][C:13]4[CH:18]=[CH:17][CH:16]=[CH:15][CH:14]=4)=[CH:24][CH:23]=3)=[C:6]([CH:10]=2)[C:7]([NH2:9])=[O:8])[CH2:36]1)(=[O:41])[CH:47]=[CH2:48], predict the reactants needed to synthesize it. The reactants are: Br[C:2]1[CH:3]=[N:4][C:5](Cl)=[C:6]([CH:10]=1)[C:7]([NH2:9])=[O:8].[O:12]([C:19]1[CH:24]=[CH:23][C:22]([OH:25])=[CH:21][CH:20]=1)[C:13]1[CH:18]=[CH:17][CH:16]=[CH:15][CH:14]=1.CC1(C)C(C)(C)OB([C:34]2[CH2:35][CH2:36][N:37]([C:39]([O:41]C(C)(C)C)=O)[CH:38]=2)O1.[C:47](O)(=O)[CH:48]=C. (4) Given the product [Br:10][C:11]1[CH:12]=[CH:13][C:14](/[C:17](=[CH:21]\[CH:22]2[CH2:27][CH2:26][CH2:25][CH2:24][CH2:23]2)/[CH2:18][OH:19])=[CH:15][CH:16]=1, predict the reactants needed to synthesize it. The reactants are: CC(C[AlH]CC(C)C)C.[Br:10][C:11]1[CH:16]=[CH:15][C:14](/[C:17](=[CH:21]\[CH:22]2[CH2:27][CH2:26][CH2:25][CH2:24][CH2:23]2)/[C:18](O)=[O:19])=[CH:13][CH:12]=1.CO. (5) Given the product [CH2:31]([O:30][C:27]1[CH:28]=[CH:29][C:24]([S:21]([C:6]2([C:4]([OH:5])=[O:3])[CH2:11][CH2:10][N:9]([CH2:12][C:13]3[CH:14]=[CH:15][C:16]([C:19]#[N:20])=[CH:17][CH:18]=3)[CH2:8][CH2:7]2)(=[O:22])=[O:23])=[CH:25][CH:26]=1)[C:32]#[C:33][CH3:34], predict the reactants needed to synthesize it. The reactants are: C([O:3][C:4]([C:6]1([S:21]([C:24]2[CH:29]=[CH:28][C:27]([O:30][CH2:31][C:32]#[C:33][CH3:34])=[CH:26][CH:25]=2)(=[O:23])=[O:22])[CH2:11][CH2:10][N:9]([CH2:12][C:13]2[CH:18]=[CH:17][C:16]([C:19]#[N:20])=[CH:15][CH:14]=2)[CH2:8][CH2:7]1)=[O:5])C.CO.[OH-].[Na+]. (6) Given the product [C:9]([CH2:8][CH2:7][CH2:6][CH2:5][CH2:4][CH2:3][CH:2]([NH2:1])[C:19]([OH:20])=[O:18])([O:11][C:30]([CH3:33])([CH3:32])[CH3:31])=[O:10], predict the reactants needed to synthesize it. The reactants are: [NH2:1][CH2:2][CH2:3][CH2:4][CH2:5][CH2:6][CH2:7][CH2:8][C:9]([OH:11])=[O:10].[OH-].[Na+].C([O:18][C:19](OC(OC(C)(C)C)=O)=[O:20])(C)(C)C.O.[C:30](O)([CH3:33])([CH3:32])[CH3:31]. (7) Given the product [Cl:1][C:2]1[CH:3]=[CH:4][C:5]2[N:6]([C:8]([CH:11]([C:14]3[CH:15]=[C:16]4[C:20](=[CH:21][C:22]=3[F:23])[N:19]([CH3:24])[N:18]=[CH:17]4)[CH3:12])=[CH:9][N:10]=2)[N:7]=1, predict the reactants needed to synthesize it. The reactants are: [Cl:1][C:2]1[CH:3]=[CH:4][C:5]2[N:6]([C:8]([C:11]([C:14]3[CH:15]=[C:16]4[C:20](=[CH:21][C:22]=3[F:23])[N:19]([CH3:24])[N:18]=[CH:17]4)(O)[CH3:12])=[CH:9][N:10]=2)[N:7]=1.[I-].O[PH2]=O. (8) Given the product [C:6]([CH2:8][NH:9][C:10]([C@@H:12]1[CH2:17][CH2:16][CH2:15][CH2:14][C@H:13]1[CH2:18][S:19]([C:22]1[CH:27]=[CH:26][C:25]([CH2:28][O:29][S:2]([CH3:1])(=[O:4])=[O:3])=[CH:24][CH:23]=1)(=[O:20])=[O:21])=[O:11])#[N:7], predict the reactants needed to synthesize it. The reactants are: [CH3:1][S:2](Cl)(=[O:4])=[O:3].[C:6]([CH2:8][NH:9][C:10]([C@@H:12]1[CH2:17][CH2:16][CH2:15][CH2:14][C@H:13]1[CH2:18][S:19]([C:22]1[CH:27]=[CH:26][C:25]([CH2:28][OH:29])=[CH:24][CH:23]=1)(=[O:21])=[O:20])=[O:11])#[N:7].C(N(C(C)C)CC)(C)C. (9) Given the product [CH2:1]([C:3]1[O:4][C:5]2[CH:11]=[C:10]([C:12]([NH:65][C:62]3[CH:63]=[CH:64][N:60]([CH3:59])[N:61]=3)=[O:13])[CH:9]=[C:8]([O:15][C:16]3[CH:21]=[CH:20][C:19]([S:22]([CH3:25])(=[O:23])=[O:24])=[CH:18][CH:17]=3)[C:6]=2[CH:7]=1)[CH3:2], predict the reactants needed to synthesize it. The reactants are: [CH2:1]([C:3]1[O:4][C:5]2[CH:11]=[C:10]([C:12](O)=[O:13])[CH:9]=[C:8]([O:15][C:16]3[CH:21]=[CH:20][C:19]([S:22]([CH3:25])(=[O:24])=[O:23])=[CH:18][CH:17]=3)[C:6]=2[CH:7]=1)[CH3:2].CN(C(ON1N=NC2C=CC=NC1=2)=[N+](C)C)C.F[P-](F)(F)(F)(F)F.CCN(C(C)C)C(C)C.[CH3:59][N:60]1[CH:64]=[CH:63][C:62]([NH2:65])=[N:61]1.